Dataset: Full USPTO retrosynthesis dataset with 1.9M reactions from patents (1976-2016). Task: Predict the reactants needed to synthesize the given product. The reactants are: [CH3:1][C:2]1[C:6]([N+:7]([O-:9])=[O:8])=[CH:5][NH:4][N:3]=1.CI.[C:12]([O-])([O-])=O.[K+].[K+]. Given the product [CH3:12][N:3]1[C:2]([CH3:1])=[C:6]([N+:7]([O-:9])=[O:8])[CH:5]=[N:4]1, predict the reactants needed to synthesize it.